This data is from Full USPTO retrosynthesis dataset with 1.9M reactions from patents (1976-2016). The task is: Predict the reactants needed to synthesize the given product. (1) Given the product [F:1][C:2]1[CH:3]=[C:4]2[C:8](=[CH:9][CH:10]=1)[NH:7][CH:6]=[C:5]2[CH2:11][C:13]#[N:15], predict the reactants needed to synthesize it. The reactants are: [F:1][C:2]1[CH:3]=[C:4]2[C:8](=[CH:9][CH:10]=1)[NH:7][CH:6]=[C:5]2[CH:11]=O.[CH:13]([NH2:15])=O.[BH4-].[Na+].[C-]#N.[K+]. (2) Given the product [CH3:30][O:16][C:14](=[O:15])[C@:13]1([CH3:29])[CH2:17][C@@H:18]([O:20][CH2:21][C:22]2[CH:27]=[CH:26][C:25]([Br:28])=[CH:24][CH:23]=2)[CH2:19][NH:12]1, predict the reactants needed to synthesize it. The reactants are: O=S(Cl)Cl.C([N:12]1[CH2:19][C@H:18]([O:20][CH2:21][C:22]2[CH:27]=[CH:26][C:25]([Br:28])=[CH:24][CH:23]=2)[CH2:17][C@@:13]1([CH3:29])[C:14]([OH:16])=[O:15])(OC(C)(C)C)=O.[CH3:30]O. (3) Given the product [CH3:1][O:2][C:3]([C@@H:5]([N:13]1[CH2:18][C:17]2[CH:19]=[CH:20][S:21][C:16]=2[CH2:15][CH2:14]1)[C:6]1[CH:7]=[CH:8][CH:9]=[CH:10][C:11]=1[Cl:12])=[O:4], predict the reactants needed to synthesize it. The reactants are: [CH3:1][O:2][C:3]([C@@H:5]([N:13]1[CH2:18][C:17]2[CH:19]=[CH:20][S:21][C:16]=2[CH2:15][CH2:14]1)[C:6]1[C:11]([Cl:12])=[CH:10][CH:9]=[CH:8][CH:7]=1)=[O:4].Cl.C(Cl)Cl.C(=O)([O-])[O-].[K+].[K+].